Dataset: Reaction yield outcomes from USPTO patents with 853,638 reactions. Task: Predict the reaction yield, written as a fraction of the theoretical maximum amount of product (1.0 means a 100% yield; for example, 0.34 means a 34% yield). (1) The reactants are [Cl:1][C:2]1[CH:15]=[C:14]([N+:16]([O-])=O)[CH:13]=[CH:12][C:3]=1[O:4][CH2:5][C:6]1[CH:11]=[CH:10][CH:9]=[CH:8][N:7]=1. The yield is 0.800. The catalyst is CO.[Pt]. The product is [Cl:1][C:2]1[CH:15]=[C:14]([NH2:16])[CH:13]=[CH:12][C:3]=1[O:4][CH2:5][C:6]1[CH:11]=[CH:10][CH:9]=[CH:8][N:7]=1. (2) The reactants are [CH3:1][C:2]1[NH:10][C:5]2=[CH:6][N:7]=[CH:8][CH:9]=[C:4]2[CH:3]=1.[Cl-].[Al+3].[Cl-].[Cl-].[Cl:15][C:16]([Cl:21])([Cl:20])[C:17](Cl)=[O:18]. The catalyst is C(Cl)Cl. The product is [Cl:15][C:16]([Cl:21])([Cl:20])[C:17]([C:3]1[C:4]2[C:5](=[CH:6][N:7]=[CH:8][CH:9]=2)[NH:10][C:2]=1[CH3:1])=[O:18]. The yield is 1.00. (3) The reactants are [Li+].C[Si]([N-][Si](C)(C)C)(C)C.[CH3:11][CH:12]1[C:17](=[O:18])[CH2:16][CH2:15][N:14]([C:19]([O:21][CH2:22][C:23]2[CH:28]=[CH:27][CH:26]=[CH:25][CH:24]=2)=[O:20])[CH2:13]1.[F:29][C:30]([F:49])([F:48])[S:31](N(C1C=CC=CC=1)[S:31]([C:30]([F:49])([F:48])[F:29])(=[O:33])=[O:32])(=[O:33])=[O:32]. The catalyst is C1COCC1. The product is [CH3:11][CH:12]1[CH2:13][N:14]([C:19]([O:21][CH2:22][C:23]2[CH:28]=[CH:27][CH:26]=[CH:25][CH:24]=2)=[O:20])[CH2:15][CH:16]=[C:17]1[O:18][S:31]([C:30]([F:49])([F:48])[F:29])(=[O:33])=[O:32]. The yield is 0.650. (4) The yield is 0.900. The reactants are [N:1]([CH2:4][C:5]1[CH:28]=[CH:27][C:8]([C:9]([NH:11][C@H:12]([C:23]([O:25][CH3:26])=[O:24])[CH2:13][NH:14][C:15](=[O:22])[C:16]2[CH:21]=[CH:20][CH:19]=[CH:18][CH:17]=2)=[O:10])=[C:7]([Cl:29])[CH:6]=1)=[N+]=[N-]. The product is [NH2:1][CH2:4][C:5]1[CH:28]=[CH:27][C:8]([C:9]([NH:11][C@H:12]([C:23]([O:25][CH3:26])=[O:24])[CH2:13][NH:14][C:15](=[O:22])[C:16]2[CH:21]=[CH:20][CH:19]=[CH:18][CH:17]=2)=[O:10])=[C:7]([Cl:29])[CH:6]=1. The catalyst is [Pd].C(O)C. (5) The reactants are C(OC([N:8]1[CH:12]=[CH:11][CH:10]=[C:9]1[C:13]1[CH:22]=[C:21]2[C:16]([CH:17]=[C:18]([CH2:23][CH2:24][N:25]3[CH2:29][CH2:28][CH2:27][C@H:26]3[CH3:30])[N:19]=[N:20]2)=[CH:15][CH:14]=1)=O)(C)(C)C.C[O-].[Na+]. The catalyst is O1CCCC1. The product is [CH3:30][C@@H:26]1[CH2:27][CH2:28][CH2:29][N:25]1[CH2:24][CH2:23][C:18]1[N:19]=[N:20][C:21]2[C:16]([CH:17]=1)=[CH:15][CH:14]=[C:13]([C:9]1[NH:8][CH:12]=[CH:11][CH:10]=1)[CH:22]=2. The yield is 0.760. (6) The reactants are [CH2:1]([N:8]([CH2:23][CH:24]=[O:25])[C:9]([CH:11]1[C:14]2[CH:15]=[CH:16][CH:17]=[C:18]([C:19]([F:22])([F:21])[F:20])[C:13]=2[CH2:12]1)=[O:10])[C:2]1[CH:7]=[CH:6][CH:5]=[CH:4][CH:3]=1.ClC1C=CC=CC=1Cl.C(OCC)(=O)C. The catalyst is CCCCCCC. The product is [CH2:1]([N:8]1[C:9](=[O:10])[C@@H:11]2[C:14]3[CH:15]=[CH:16][CH:17]=[C:18]([C:19]([F:22])([F:21])[F:20])[C:13]=3[CH2:12][O:25][C@H:24]2[CH2:23]1)[C:2]1[CH:3]=[CH:4][CH:5]=[CH:6][CH:7]=1. The yield is 0.410. (7) The reactants are C(O)(C(F)(F)F)=O.[CH3:8][O:9][C:10]1[C:18]2[C:13](=[N:14][CH:15]=[C:16]([C:32]3[CH:37]=[CH:36][CH:35]=[CH:34][CH:33]=3)[C:17]=2[N:19]2[CH2:24][CH2:23][N:22](C(OC(C)(C)C)=O)[CH2:21][CH2:20]2)[N:12](CC2C=CC(OC)=CC=2)[N:11]=1. The catalyst is C(Cl)Cl. The product is [CH3:8][O:9][C:10]1[C:18]2[C:13](=[N:14][CH:15]=[C:16]([C:32]3[CH:33]=[CH:34][CH:35]=[CH:36][CH:37]=3)[C:17]=2[N:19]2[CH2:20][CH2:21][NH:22][CH2:23][CH2:24]2)[NH:12][N:11]=1. The yield is 0.960.